Predict the reaction yield, written as a fraction of the theoretical maximum amount of product (1.0 means a 100% yield; for example, 0.34 means a 34% yield). From a dataset of Reaction yield outcomes from USPTO patents with 853,638 reactions. (1) The reactants are [Cl:1][C:2]1[CH:3]=[C:4]([NH:9][C:10]2[N:15]=[CH:14][N:13]=[C:12]([NH:16][C:17]3[CH:18]=[C:19]([NH2:23])[CH:20]=[CH:21][CH:22]=3)[CH:11]=2)[CH:5]=[CH:6][C:7]=1[F:8].C(N(CC)CC)C.Cl[CH2:32][CH2:33][S:34](Cl)(=[O:36])=[O:35]. The catalyst is C1COCC1. The product is [Cl:1][C:2]1[CH:3]=[C:4]([NH:9][C:10]2[N:15]=[CH:14][N:13]=[C:12]([NH:16][C:17]3[CH:18]=[C:19]([NH:23][S:34]([CH:33]=[CH2:32])(=[O:36])=[O:35])[CH:20]=[CH:21][CH:22]=3)[CH:11]=2)[CH:5]=[CH:6][C:7]=1[F:8]. The yield is 0.0900. (2) The reactants are [H-].[Na+].[CH:3]1([S:6]([NH2:9])(=[O:8])=[O:7])[CH2:5][CH2:4]1.[CH3:10][C:11]1([CH3:35])[C:20]2[C:15](=[CH:16][CH:17]=[C:18]([C:21](O)=[O:22])[CH:19]=2)[NH:14][CH:13]([C:24]2[CH:29]=[CH:28][CH:27]=[C:26]([N:30]3[CH2:34][CH2:33][CH2:32][CH2:31]3)[CH:25]=2)[CH2:12]1.C(N1C=CN=C1)(N1C=CN=C1)=O. The catalyst is CN(C)C=O.O. The product is [CH3:10][C:11]1([CH3:35])[C:20]2[C:15](=[CH:16][CH:17]=[C:18]([C:21]([NH:9][S:6]([CH:3]3[CH2:5][CH2:4]3)(=[O:8])=[O:7])=[O:22])[CH:19]=2)[NH:14][CH:13]([C:24]2[CH:29]=[CH:28][CH:27]=[C:26]([N:30]3[CH2:34][CH2:33][CH2:32][CH2:31]3)[CH:25]=2)[CH2:12]1. The yield is 0.0800. (3) The reactants are Cl.[NH2:2][CH2:3][CH2:4][N:5]1[C:9]2[CH:10]=[CH:11][C:12]([C:14]3[O:15][C:16]4[CH:22]=[CH:21][CH:20]=[CH:19][C:17]=4[N:18]=3)=[CH:13][C:8]=2[N:7]=[C:6]1[CH3:23].[F:24][C:25]([F:36])([F:35])[C:26](O[C:26](=[O:27])[C:25]([F:36])([F:35])[F:24])=[O:27].C(N(CC)CC)C.C(Cl)(Cl)Cl. The catalyst is O. The product is [O:15]1[C:16]2[CH:22]=[CH:21][CH:20]=[CH:19][C:17]=2[N:18]=[C:14]1[C:12]1[CH:11]=[CH:10][C:9]2[N:5]([CH2:4][CH2:3][NH:2][C:26](=[O:27])[C:25]([F:36])([F:35])[F:24])[C:6]([CH3:23])=[N:7][C:8]=2[CH:13]=1. The yield is 0.340. (4) The yield is 0.990. The product is [CH:22]([N:17]1[C:16]2[CH:15]=[CH:14][CH:13]=[C:12]([C:6]3[S:7][C:8]([CH:9]([CH3:11])[CH3:10])=[C:4]([CH:1]([CH3:3])[CH3:2])[N:5]=3)[C:20]=2[N:19]=[C:18]1[Cl:27])([CH3:24])[CH3:23]. No catalyst specified. The reactants are [CH:1]([C:4]1[N:5]=[C:6]([C:12]2[C:20]3[NH:19][C:18](=S)[N:17]([CH:22]([CH3:24])[CH3:23])[C:16]=3[CH:15]=[CH:14][CH:13]=2)[S:7][C:8]=1[CH:9]([CH3:11])[CH3:10])([CH3:3])[CH3:2].P(Cl)(Cl)([Cl:27])=O. (5) The reactants are [NH2:1][C@@H:2]1[CH2:13][CH:12]=[CH:11][CH2:10][CH2:9][CH2:8][O:7][C:6](=[O:14])[C@@H:5]2[CH2:15][CH2:16][CH2:17][N:4]2[C:3]1=[O:18].C(N(CC)CC)C.[C:26](OC(=O)C)(=[O:28])[CH3:27]. The catalyst is CN(C=O)C. The product is [O:14]=[C:6]1[C@@H:5]2[CH2:15][CH2:16][CH2:17][N:4]2[C:3](=[O:18])[C@H:2]([NH:1][C:26](=[O:28])[CH3:27])[CH2:13][CH:12]=[CH:11][CH2:10][CH2:9][CH2:8][O:7]1. The yield is 0.740. (6) The reactants are Cl[C:2]([O:4][C:5]1[CH:10]=[CH:9][C:8]([O:11][C:12]2[CH:17]=[CH:16][C:15]([C:18]([F:21])([F:20])[F:19])=[CH:14][N:13]=2)=[CH:7][CH:6]=1)=[O:3].[C:22]([O:26][C:27]([N:29]1[CH2:34][CH2:33][NH:32][CH2:31][CH2:30]1)=[O:28])([CH3:25])([CH3:24])[CH3:23].[K+].[Br-]. The catalyst is CCOC(C)=O.CCCCCCC. The product is [F:19][C:18]([F:21])([F:20])[C:15]1[CH:16]=[CH:17][C:12]([O:11][C:8]2[CH:9]=[CH:10][C:5]([O:4][C:2]([N:32]3[CH2:31][CH2:30][N:29]([C:27]([O:26][C:22]([CH3:25])([CH3:24])[CH3:23])=[O:28])[CH2:34][CH2:33]3)=[O:3])=[CH:6][CH:7]=2)=[N:13][CH:14]=1. The yield is 0.590.